Dataset: Forward reaction prediction with 1.9M reactions from USPTO patents (1976-2016). Task: Predict the product of the given reaction. (1) Given the reactants N[C:2]1[CH:7]=[CH:6][C:5]([CH3:8])=[CH:4][CH:3]=1.[S:9]1[CH:13]=[CH:12][CH:11]=[C:10]1C=O.C(O)(=O)C(C)=O.[CH2:22]([N:24](CC)CC)[CH3:23], predict the reaction product. The product is: [N:24]1[C:6]2[C:5](=[CH:4][CH:3]=[CH:2][CH:7]=2)[CH:8]=[CH:23][CH:22]=1.[S:9]1[CH:13]=[CH:12][CH:11]=[CH:10]1. (2) The product is: [CH2:1]([N:5]1[C:13]2[C:12](=[O:14])[N:11]([CH3:15])[C:10]([C:16]([NH2:17])=[O:18])=[N:9][C:8]=2[N:7]=[C:6]1[N:19]1[CH2:24][CH2:23][NH:22][CH2:21][CH2:20]1)[C:2]#[C:3][CH3:4]. Given the reactants [CH2:1]([N:5]1[C:13]2[C:12](=[O:14])[N:11]([CH3:15])[C:10]([C:16](=[O:18])[NH2:17])=[N:9][C:8]=2[N:7]=[C:6]1[N:19]1[CH2:24][CH2:23][N:22](C(OC(C)(C)C)=O)[CH2:21][CH2:20]1)[C:2]#[C:3][CH3:4], predict the reaction product.